From a dataset of M1 muscarinic receptor antagonist screen with 61,756 compounds. Binary Classification. Given a drug SMILES string, predict its activity (active/inactive) in a high-throughput screening assay against a specified biological target. (1) The compound is O1C(c2c(C1=O)cc(OC)cc2)CC(O)=O. The result is 0 (inactive). (2) The drug is S(CC(=O)N(CC)CC)c1nc(cc(c1C#N)c1sccc1)C. The result is 0 (inactive). (3) The molecule is Brc1cc(C(=O)Nc2ccc(N3CCN(S(=O)(=O)C)CC3)cc2)c(OC)cc1. The result is 0 (inactive). (4) The molecule is O(C(C(=O)Nc1c(cc(OC)c(OC)c1)C(O)=O)C)c1ccccc1. The result is 0 (inactive).